Task: Predict the product of the given reaction.. Dataset: Forward reaction prediction with 1.9M reactions from USPTO patents (1976-2016) (1) Given the reactants [CH:1]1([CH2:6][C@H:7]([CH2:30][N:31]([CH:40]=[O:41])[O:32]CC2C=CC=CC=2)[C:8]([NH:10][NH:11][C:12]2[N:17]=[C:16]([O:18][CH3:19])[N:15]=[C:14]([NH:20][C@@H:21]([CH2:27][CH3:28])[C:22]([N:24]([CH3:26])[CH3:25])=[O:23])[C:13]=2[F:29])=[O:9])[CH2:5][CH2:4][CH2:3][CH2:2]1, predict the reaction product. The product is: [CH:1]1([CH2:6][C@H:7]([CH2:30][N:31]([CH:40]=[O:41])[OH:32])[C:8]([NH:10][NH:11][C:12]2[N:17]=[C:16]([O:18][CH3:19])[N:15]=[C:14]([NH:20][C@@H:21]([CH2:27][CH3:28])[C:22]([N:24]([CH3:26])[CH3:25])=[O:23])[C:13]=2[F:29])=[O:9])[CH2:5][CH2:4][CH2:3][CH2:2]1. (2) Given the reactants [F:1][C:2]1([F:21])[C:14]2[CH:13]=[C:12]([N+:15]([O-])=O)[CH:11]=[CH:10][C:9]=2[C:8]2[C:3]1=[CH:4][C:5]([N+:18]([O-])=O)=[CH:6][CH:7]=2.O.NN, predict the reaction product. The product is: [F:1][C:2]1([F:21])[C:3]2[CH:4]=[C:5]([NH2:18])[CH:6]=[CH:7][C:8]=2[C:9]2[C:14]1=[CH:13][C:12]([NH2:15])=[CH:11][CH:10]=2. (3) Given the reactants [C:1]1([C:24]2[CH:29]=[CH:28][CH:27]=[CH:26][CH:25]=2)[CH:6]=[CH:5][C:4]([CH2:7][N:8]2[C:17]3[C:12](=[CH:13][CH:14]=[CH:15][CH:16]=3)[C:11](=S)[C:10]([C:19]([O:21]CC)=O)=[CH:9]2)=[CH:3][CH:2]=1.[C:30]1([NH:36][NH2:37])[CH:35]=[CH:34][CH:33]=[CH:32][CH:31]=1.C(OC(OC(OC(C)(C)C)=O)=O)(C)(C)C, predict the reaction product. The product is: [C:1]1([C:24]2[CH:25]=[CH:26][CH:27]=[CH:28][CH:29]=2)[CH:2]=[CH:3][C:4]([CH2:7][N:8]2[C:17]3[CH:16]=[CH:15][CH:14]=[CH:13][C:12]=3[C:11]3=[N:37][N:36]([C:30]4[CH:35]=[CH:34][CH:33]=[CH:32][CH:31]=4)[C:19](=[O:21])[C:10]3=[CH:9]2)=[CH:5][CH:6]=1. (4) Given the reactants CC([Si](C1C=CC=CC=1)(C1C=CC=CC=1)[O:6][CH2:7][C@@H:8]1[CH2:14][C@@H:13]2[C@@H:11]([CH2:12]2)[CH2:10][N:9]1[C:15]([C:17]1[C:22]([O:23][CH2:24][CH3:25])=[CH:21][CH:20]=[C:19]([CH3:26])[N:18]=1)=[O:16])(C)C.N1C=CC=CC=1.F.O, predict the reaction product. The product is: [CH2:24]([O:23][C:22]1[C:17]([C:15]([N:9]2[C@H:8]([CH2:7][OH:6])[CH2:14][C@@H:13]3[C@@H:11]([CH2:12]3)[CH2:10]2)=[O:16])=[N:18][C:19]([CH3:26])=[CH:20][CH:21]=1)[CH3:25]. (5) Given the reactants Br[C:2]1[N:3]=[CH:4][C:5]2[N:6]([CH:13]=1)[C:7](=[O:12])[CH:8]=[C:9]([OH:11])[N:10]=2.CC1(C)C(C)(C)OB([C:22]2[CH2:27][CH2:26][N:25]([C:28]([O:30][C:31]([CH3:34])([CH3:33])[CH3:32])=[O:29])[CH2:24][CH:23]=2)O1.C([O-])([O-])=O.[K+].[K+], predict the reaction product. The product is: [OH:11][C:9]1[N:10]=[C:5]2[CH:4]=[N:3][C:2]([C:22]3[CH2:27][CH2:26][N:25]([C:28]([O:30][C:31]([CH3:34])([CH3:33])[CH3:32])=[O:29])[CH2:24][CH:23]=3)=[CH:13][N:6]2[C:7](=[O:12])[CH:8]=1. (6) The product is: [N:14]1[CH:15]=[CH:16][CH:17]=[CH:18][C:13]=1[O:12][C:9]1[CH:10]=[C:11]2[C:6](=[CH:7][CH:8]=1)[N:5]=[C:4]([N:19]1[CH2:25][CH2:24][CH2:23][C:22]3[CH:26]=[CH:27][CH:28]=[CH:29][C:21]=3[CH2:20]1)[CH:3]=[C:2]2[NH:32][CH2:31][CH2:30][NH2:33]. Given the reactants Cl[C:2]1[C:11]2[C:6](=[CH:7][CH:8]=[C:9]([O:12][C:13]3[CH:18]=[CH:17][CH:16]=[CH:15][N:14]=3)[CH:10]=2)[N:5]=[C:4]([N:19]2[CH2:25][CH2:24][CH2:23][C:22]3[CH:26]=[CH:27][CH:28]=[CH:29][C:21]=3[CH2:20]2)[CH:3]=1.[CH2:30]([NH2:33])[CH2:31][NH2:32], predict the reaction product. (7) Given the reactants [O:1]=[C:2]1[CH2:7][O:6][C:5]2[N:8]=[C:9]([C:18]3[CH:23]=[CH:22][C:21]([C:24]4([NH:28][C:29](=[O:35])[O:30][C:31]([CH3:34])([CH3:33])[CH3:32])[CH2:27][CH2:26][CH2:25]4)=[CH:20][CH:19]=3)[C:10]([C:12]3[CH:17]=[CH:16][CH:15]=[CH:14][CH:13]=3)=[CH:11][C:4]=2[NH:3]1.[H-].[Na+].I[CH2:39][CH3:40], predict the reaction product. The product is: [CH2:39]([N:3]1[C:2](=[O:1])[CH2:7][O:6][C:5]2[N:8]=[C:9]([C:18]3[CH:23]=[CH:22][C:21]([C:24]4([NH:28][C:29](=[O:35])[O:30][C:31]([CH3:32])([CH3:34])[CH3:33])[CH2:25][CH2:26][CH2:27]4)=[CH:20][CH:19]=3)[C:10]([C:12]3[CH:13]=[CH:14][CH:15]=[CH:16][CH:17]=3)=[CH:11][C:4]1=2)[CH3:40]. (8) Given the reactants FC(F)(F)C(O)=O.[NH2:8][C:9]1[C:18]2[C:13](=[CH:14][C:15]([O:19][CH:20]([C:31]3[CH:36]=[CH:35][C:34]([O:37][CH3:38])=[C:33]([O:39][CH3:40])[CH:32]=3)[C:21]([O:23]CC3C=CC=CC=3)=[O:22])=[CH:16][CH:17]=2)[CH:12]=[CH:11][N:10]=1, predict the reaction product. The product is: [NH2:8][C:9]1[C:18]2[C:13](=[CH:14][C:15]([O:19][CH:20]([C:31]3[CH:36]=[CH:35][C:34]([O:37][CH3:38])=[C:33]([O:39][CH3:40])[CH:32]=3)[C:21]([OH:23])=[O:22])=[CH:16][CH:17]=2)[CH:12]=[CH:11][N:10]=1. (9) The product is: [Cl:21][CH:5]([CH:1]1[CH2:4][CH2:3][CH2:2]1)[C:7]1[CH:11]=[C:10]([C:12]2[CH:17]=[CH:16][CH:15]=[CH:14][CH:13]=2)[O:9][C:8]=1[CH3:18]. Given the reactants [CH:1]1([CH:5]([C:7]2[CH:11]=[C:10]([C:12]3[CH:17]=[CH:16][CH:15]=[CH:14][CH:13]=3)[O:9][C:8]=2[CH3:18])O)[CH2:4][CH2:3][CH2:2]1.S(Cl)([Cl:21])=O, predict the reaction product.